This data is from Forward reaction prediction with 1.9M reactions from USPTO patents (1976-2016). The task is: Predict the product of the given reaction. (1) Given the reactants C[Si](C)(C)[N-][Si](C)(C)C.[Na+].[CH:11]1([CH2:16][C:17]([O:19][CH2:20][C:21]2[CH:26]=[CH:25][CH:24]=[CH:23][CH:22]=2)=[O:18])[CH2:15][CH2:14][CH2:13][CH2:12]1.C1C[O:30]CC1, predict the reaction product. The product is: [CH2:20]([O:19][C:17](=[O:18])[CH:16]([CH:11]1[CH2:15][CH2:14][CH2:13][CH2:12]1)[OH:30])[C:21]1[CH:22]=[CH:23][CH:24]=[CH:25][CH:26]=1. (2) The product is: [C:37]([N:33]1[CH2:34][CH2:35][CH2:36][CH:31]([CH2:30][CH2:29][N:26]2[C:11]3[N:12]=[C:13]([NH:16][CH2:17][CH2:18][CH2:19][CH2:20][N:21]([CH2:22][CH3:23])[CH2:24][CH3:25])[N:14]=[CH:15][C:10]=3[CH:9]=[C:8]([C:3]3[CH:4]=[CH:5][CH:6]=[CH:7][C:2]=3[Cl:1])[C:27]2=[O:28])[CH2:32]1)(=[O:40])[CH:38]=[CH2:39]. Given the reactants [Cl:1][C:2]1[CH:7]=[CH:6][CH:5]=[CH:4][C:3]=1[C:8]1[C:27](=[O:28])[N:26]([CH2:29][CH2:30][CH:31]2[CH2:36][CH2:35][CH2:34][NH:33][CH2:32]2)[C:11]2[N:12]=[C:13]([NH:16][CH2:17][CH2:18][CH2:19][CH2:20][N:21]([CH2:24][CH3:25])[CH2:22][CH3:23])[N:14]=[CH:15][C:10]=2[CH:9]=1.[C:37](Cl)(=[O:40])[CH:38]=[CH2:39], predict the reaction product.